This data is from Full USPTO retrosynthesis dataset with 1.9M reactions from patents (1976-2016). The task is: Predict the reactants needed to synthesize the given product. (1) Given the product [Cl:24][C:21]1[CH:22]=[CH:23][C:18]([C:16](=[O:17])[CH2:15][CH2:14][CH2:13][CH2:12][CH2:11][CH2:10][N:39]2[CH2:40][CH2:41][CH:36]([C:32]3[CH:31]=[C:30]([NH:29][C:27](=[O:28])[CH:26]([CH3:25])[CH3:42])[CH:35]=[CH:34][CH:33]=3)[CH2:37][CH2:38]2)=[CH:19][CH:20]=1, predict the reactants needed to synthesize it. The reactants are: C([O-])([O-])=O.[K+].[K+].[Na+].[I-].Cl[CH2:10][CH2:11][CH2:12][CH2:13][CH2:14][CH2:15][C:16]([C:18]1[CH:23]=[CH:22][C:21]([Cl:24])=[CH:20][CH:19]=1)=[O:17].[CH3:25][CH:26]([CH3:42])[C:27]([NH:29][C:30]1[CH:35]=[CH:34][CH:33]=[C:32]([CH:36]2[CH2:41][CH2:40][NH:39][CH2:38][CH2:37]2)[CH:31]=1)=[O:28]. (2) The reactants are: [CH3:1][C:2]1[C:11]2[C:6](=[CH:7][CH:8]=[CH:9][CH:10]=2)[CH:5]=[CH:4][N:3]=1.[N+:12]([O-])([O-:14])=[O:13].[K+]. Given the product [CH3:1][C:2]1[C:11]2[C:6](=[C:7]([N+:12]([O-:14])=[O:13])[CH:8]=[CH:9][CH:10]=2)[CH:5]=[CH:4][N:3]=1, predict the reactants needed to synthesize it. (3) The reactants are: [NH2:1][C:2]1[C:3]([Cl:29])=[C:4]([N:10]2[CH2:15][CH2:14][C@@H:13]([NH:16][C:17](=[O:20])[O:18][CH3:19])[C@H:12]([O:21][Si:22]([C:25]([CH3:28])([CH3:27])[CH3:26])([CH3:24])[CH3:23])[CH2:11]2)[CH:5]=[C:6]([C:8]#[N:9])[CH:7]=1.C(=O)=O.CO. Given the product [NH2:1][C:2]1[C:3]([Cl:29])=[C:4]([N:10]2[CH2:15][CH2:14][C@H:13]([NH:16][C:17](=[O:20])[O:18][CH3:19])[C@@H:12]([O:21][Si:22]([C:25]([CH3:27])([CH3:26])[CH3:28])([CH3:23])[CH3:24])[CH2:11]2)[CH:5]=[C:6]([C:8]#[N:9])[CH:7]=1, predict the reactants needed to synthesize it. (4) Given the product [OH:1][C@H:2]1[C@@H:7]([OH:8])[C@H:6]([OH:9])[C@@H:5]([CH2:10][OH:11])[O:4][C@@H:3]1[C:12]#[C:13][C:14]1[CH:26]=[CH:25][C:24]2[C:23]3[C:18](=[CH:19][C:20]([C:27]#[C:28][C@@H:29]4[C@@H:34]([OH:35])[C@@H:33]([OH:36])[C@H:32]([OH:37])[C@@H:31]([CH2:38][OH:39])[O:30]4)=[CH:21][CH:22]=3)[N:17]([CH2:40][C:41]([OH:43])=[O:42])[C:16]=2[CH:15]=1, predict the reactants needed to synthesize it. The reactants are: [OH:1][C@H:2]1[C@@H:7]([OH:8])[C@H:6]([OH:9])[C@@H:5]([CH2:10][OH:11])[O:4][C@@H:3]1[C:12]#[C:13][C:14]1[CH:26]=[CH:25][C:24]2[C:23]3[C:18](=[CH:19][C:20]([C:27]#[C:28][C@@H:29]4[C@@H:34]([OH:35])[C@@H:33]([OH:36])[C@H:32]([OH:37])[C@@H:31]([CH2:38][OH:39])[O:30]4)=[CH:21][CH:22]=3)[N:17]([CH2:40][C:41]([O:43]CC)=[O:42])[C:16]=2[CH:15]=1.[OH-].[Na+]. (5) Given the product [CH3:25][O:24][C:21]1[CH:22]=[CH:23][C:18]([CH2:17][N:11]([C:12]2[S:13][CH:14]=[CH:15][N:16]=2)[S:8]([C:5]2[CH:6]=[CH:7][C:2]3[NH:1][C:35](=[O:36])[CH:34]([CH3:38])[O:26][C:3]=3[CH:4]=2)(=[O:9])=[O:10])=[CH:19][CH:20]=1, predict the reactants needed to synthesize it. The reactants are: [NH2:1][C:2]1[CH:7]=[CH:6][C:5]([S:8]([N:11]([CH2:17][C:18]2[CH:23]=[CH:22][C:21]([O:24][CH3:25])=[CH:20][CH:19]=2)[C:12]2[S:13][CH:14]=[CH:15][N:16]=2)(=[O:10])=[O:9])=[CH:4][C:3]=1[OH:26].C([O-])([O-])=O.[K+].[K+].Cl[CH:34]([CH3:38])[C:35](Cl)=[O:36]. (6) Given the product [C:17]([N:1]1[CH:5]=[C:4]([NH:6][C:24](=[O:26])[CH3:25])[CH:3]=[N:2]1)(=[O:19])[CH3:18], predict the reactants needed to synthesize it. The reactants are: [NH:1]1[CH:5]=[C:4]([NH2:6])[CH:3]=[N:2]1.ClCCl.C(N(CC)CC)C.[C:17](OC(=O)C)(=[O:19])[CH3:18].[C:24](OCC)(=[O:26])[CH3:25].